From a dataset of Forward reaction prediction with 1.9M reactions from USPTO patents (1976-2016). Predict the product of the given reaction. (1) Given the reactants [OH:1][CH:2]([C:17]1[CH:18]=[N:19][CH:20]=[CH:21][CH:22]=1)[CH2:3][NH:4][C:5]([C:7]1[NH:16][C:10]2=[CH:11][N:12]=[C:13]([Cl:15])[CH:14]=[C:9]2[CH:8]=1)=[O:6].CC(OI1(OC(C)=O)(OC(C)=O)OC(=O)C2C=CC=CC1=2)=O.S([O-])([O-])(=O)=S.[Na+].[Na+].[O-]S([O-])=O.[Na+].[Na+], predict the reaction product. The product is: [O:1]=[C:2]([C:17]1[CH:18]=[N:19][CH:20]=[CH:21][CH:22]=1)[CH2:3][NH:4][C:5]([C:7]1[NH:16][C:10]2=[CH:11][N:12]=[C:13]([Cl:15])[CH:14]=[C:9]2[CH:8]=1)=[O:6]. (2) Given the reactants Br[C:2]1[CH:7]=[CH:6][C:5]([CH:8]([CH3:26])[C:9]([C:15]2[CH:25]=[CH:24][C:18]3[N:19]([CH3:23])[C:20](=[O:22])[O:21][C:17]=3[CH:16]=2)([OH:14])[C:10]([F:13])([F:12])[F:11])=[C:4]([Cl:27])[CH:3]=1.[F:28][C:29]1[CH:34]=[CH:33][C:32](B(O)O)=[CH:31][C:30]=1[C:38]([O:40][CH2:41][CH3:42])=[O:39], predict the reaction product. The product is: [CH2:41]([O:40][C:38]([C:30]1[CH:31]=[C:32]([C:2]2[CH:7]=[CH:6][C:5]([CH:8]([CH3:26])[C:9]([OH:14])([C:15]3[CH:25]=[CH:24][C:18]4[N:19]([CH3:23])[C:20](=[O:22])[O:21][C:17]=4[CH:16]=3)[C:10]([F:11])([F:12])[F:13])=[C:4]([Cl:27])[CH:3]=2)[CH:33]=[CH:34][C:29]=1[F:28])=[O:39])[CH3:42]. (3) Given the reactants [CH2:1]=[C:2]([CH:4]1[CH2:9][CH2:8][CH2:7][CH2:6][C:5]1=[O:10])[CH3:3].[CH2:11]([O:13][N:14]=[CH:15][CH2:16][CH2:17][CH2:18][CH2:19][CH3:20])C.Cl[Sn](Cl)(Cl)Cl, predict the reaction product. The product is: [CH3:11][O:13][N:14]1[CH:15]([CH2:16][CH2:17][CH2:18][CH2:19][CH3:20])[CH2:3][C:2]([CH3:1])=[CH:4][CH2:9][CH2:8][CH2:7][CH2:6][C:5]1=[O:10]. (4) Given the reactants [CH2:1]([C:5]1[C:9]([CH2:10][C:11]([OH:13])=O)=[C:8]([CH3:14])[N:7]([C:15]2[CH:20]=[CH:19][CH:18]=[CH:17][CH:16]=2)[N:6]=1)[CH2:2][CH2:3][CH3:4].CCN=C=NCCCN(C)C.Cl.ON1C2C=CC=CC=2N=N1.C(N(C(C)C)CC)(C)C.[Cl:52][C:53]1[CH:58]=[C:57]([F:59])[CH:56]=[CH:55][C:54]=1[CH2:60][NH2:61], predict the reaction product. The product is: [CH2:1]([C:5]1[C:9]([CH2:10][C:11]([NH:61][CH2:60][C:54]2[CH:55]=[CH:56][C:57]([F:59])=[CH:58][C:53]=2[Cl:52])=[O:13])=[C:8]([CH3:14])[N:7]([C:15]2[CH:20]=[CH:19][CH:18]=[CH:17][CH:16]=2)[N:6]=1)[CH2:2][CH2:3][CH3:4]. (5) Given the reactants [C:1]([O:5][C:6]([N:8]([CH3:57])[C@@H:9]([CH3:56])[C:10]([NH:12][C@H:13]([C:34]([N:36]1[C@H:40]([C:41](=[O:53])[NH:42][C@H:43]2[C:52]3[C:47](=[CH:48][CH:49]=[CH:50][CH:51]=3)[CH2:46][CH2:45][CH2:44]2)[CH2:39][Si:38]([CH3:55])([CH3:54])[CH2:37]1)=[O:35])[CH2:14][C:15]1[CH:20]=[CH:19][C:18]([NH:21][C:22]([C:24]2[CH:33]=[CH:32][C:27]([C:28]([O:30]C)=[O:29])=[CH:26][CH:25]=2)=[O:23])=[CH:17][CH:16]=1)=[O:11])=[O:7])([CH3:4])([CH3:3])[CH3:2].[Li+].[OH-], predict the reaction product. The product is: [C:1]([O:5][C:6]([N:8]([CH3:57])[C@@H:9]([CH3:56])[C:10]([NH:12][C@H:13]([C:34]([N:36]1[C@H:40]([C:41](=[O:53])[NH:42][C@H:43]2[C:52]3[C:47](=[CH:48][CH:49]=[CH:50][CH:51]=3)[CH2:46][CH2:45][CH2:44]2)[CH2:39][Si:38]([CH3:54])([CH3:55])[CH2:37]1)=[O:35])[CH2:14][C:15]1[CH:16]=[CH:17][C:18]([NH:21][C:22]([C:24]2[CH:33]=[CH:32][C:27]([C:28]([OH:30])=[O:29])=[CH:26][CH:25]=2)=[O:23])=[CH:19][CH:20]=1)=[O:11])=[O:7])([CH3:3])([CH3:2])[CH3:4].